From a dataset of Forward reaction prediction with 1.9M reactions from USPTO patents (1976-2016). Predict the product of the given reaction. (1) The product is: [CH2:10]([O:12][C:13](=[O:28])[C:14]([CH3:27])([CH3:26])[CH2:15][CH2:16][CH:17]([C:18]1[CH:23]=[CH:22][CH:21]=[CH:20][C:19]=1[Cl:24])[N:6]1[CH2:7][CH2:8][C:9]2[S:1][CH:2]=[CH:3][C:4]=2[CH2:5]1)[CH3:11]. Given the reactants [S:1]1[C:9]2[CH2:8][CH2:7][NH:6][CH2:5][C:4]=2[CH:3]=[CH:2]1.[CH2:10]([O:12][C:13](=[O:28])[C:14]([CH3:27])([CH3:26])[CH2:15][CH2:16][CH:17](Br)[C:18]1[CH:23]=[CH:22][CH:21]=[CH:20][C:19]=1[Cl:24])[CH3:11].C(N(CC)CC)C.C(=O)(O)[O-].[Na+], predict the reaction product. (2) Given the reactants C([O:4][CH2:5][C:6]([CH2:18][CH2:19][C:20]1([CH2:26][CH2:27][N:28]2[CH2:33][CH2:32][CH:31]([N:34]([C:42]3[CH:47]=[CH:46][C:45]([CH3:48])=[CH:44][CH:43]=3)[C:35]([C:37]3[O:38][CH:39]=[CH:40][CH:41]=3)=[O:36])[CH2:30][CH2:29]2)[CH2:25][CH2:24][CH2:23][CH2:22][CH2:21]1)([CH2:12][CH2:13][O:14]C(=O)C)[CH2:7][O:8]C(=O)C)(=O)C.C(=O)([O-])[O-].[K+].[K+], predict the reaction product. The product is: [OH:14][CH2:13][CH2:12][C:6]([CH2:5][OH:4])([CH2:7][OH:8])[CH2:18][CH2:19][C:20]1([CH2:26][CH2:27][N:28]2[CH2:29][CH2:30][CH:31]([N:34]([C:42]3[CH:43]=[CH:44][C:45]([CH3:48])=[CH:46][CH:47]=3)[C:35]([C:37]3[O:38][CH:39]=[CH:40][CH:41]=3)=[O:36])[CH2:32][CH2:33]2)[CH2:21][CH2:22][CH2:23][CH2:24][CH2:25]1. (3) Given the reactants [NH2:1][CH2:2][C:3]1[CH:8]=[CH:7][C:6]([C:9]2[C:10]([NH2:25])=[N:11][C:12]([NH2:24])=[N:13][C:14]=2[CH2:15][O:16][CH2:17][C:18]2[CH:23]=[CH:22][CH:21]=[CH:20][CH:19]=2)=[CH:5][CH:4]=1.C([O-])(=O)C.[Na+].[CH3:31][C:32]([C:34]1[CH:39]=[CH:38][C:37]([Cl:40])=[CH:36][CH:35]=1)=O.[BH3-]C#N.[Na+], predict the reaction product. The product is: [CH2:17]([O:16][CH2:15][C:14]1[N:13]=[C:12]([NH2:24])[N:11]=[C:10]([NH2:25])[C:9]=1[C:6]1[CH:5]=[CH:4][C:3]([CH2:2][NH:1][CH:32]([C:34]2[CH:39]=[CH:38][C:37]([Cl:40])=[CH:36][CH:35]=2)[CH3:31])=[CH:8][CH:7]=1)[C:18]1[CH:19]=[CH:20][CH:21]=[CH:22][CH:23]=1. (4) Given the reactants [CH2:1]([S:8][C:9]1[CH:10]=[CH:11][C:12]([NH:22][C:23]2[CH:28]=[CH:27][C:26]([Cl:29])=[CH:25][C:24]=2[Br:30])=[C:13](/[CH:15]=[CH:16]/[C:17](OCC)=[O:18])[CH:14]=1)[C:2]1[CH:7]=[CH:6][CH:5]=[CH:4][CH:3]=1.CO.C[O-].[Na+].C(O)(=O)C, predict the reaction product. The product is: [CH2:1]([S:8][C:9]1[CH:14]=[C:13]2[C:12](=[CH:11][CH:10]=1)[N:22]([C:23]1[CH:28]=[CH:27][C:26]([Cl:29])=[CH:25][C:24]=1[Br:30])[C:17](=[O:18])[CH:16]=[CH:15]2)[C:2]1[CH:3]=[CH:4][CH:5]=[CH:6][CH:7]=1. (5) The product is: [CH2:1]([O:3][C:4](=[O:18])[CH2:5][CH2:6][C:7]1[C:16]2[C:11](=[CH:12][CH:13]=[CH:14][CH:15]=2)[C:10]([O:17][CH2:20][C:21]2[N:22]=[CH:23][C:24]([C:27]3[CH:28]=[CH:29][C:30]([C:33]([F:36])([F:34])[F:35])=[CH:31][CH:32]=3)=[CH:25][N:26]=2)=[CH:9][CH:8]=1)[CH3:2]. Given the reactants [CH2:1]([O:3][C:4](=[O:18])[CH2:5][CH2:6][C:7]1[C:16]2[C:11](=[CH:12][CH:13]=[CH:14][CH:15]=2)[C:10]([OH:17])=[CH:9][CH:8]=1)[CH3:2].Br[CH2:20][C:21]1[N:26]=[CH:25][C:24]([C:27]2[CH:32]=[CH:31][C:30]([C:33]([F:36])([F:35])[F:34])=[CH:29][CH:28]=2)=[CH:23][N:22]=1, predict the reaction product. (6) Given the reactants [F:1][C:2]1([F:15])[O:6][C:5]2[CH:7]=[C:8]([N+:12]([O-])=O)[C:9]([NH2:11])=[CH:10][C:4]=2[O:3]1, predict the reaction product. The product is: [F:15][C:2]1([F:1])[O:3][C:4]2[CH:10]=[C:9]([NH2:11])[C:8]([NH2:12])=[CH:7][C:5]=2[O:6]1. (7) Given the reactants Cl.[NH2:2][OH:3].C([O-])(=O)C.[Na+].[F:9][C:10]([F:31])([F:30])[C:11](=[O:29])[CH2:12][C:13]([C:15]1[CH:20]=[CH:19][C:18]([O:21][CH3:22])=[C:17]([O:23][CH2:24][CH2:25][CH2:26][O:27][CH3:28])[CH:16]=1)=O, predict the reaction product. The product is: [CH3:22][O:21][C:18]1[CH:19]=[CH:20][C:15]([C:13]2[CH2:12][C:11]([C:10]([F:31])([F:30])[F:9])([OH:29])[O:3][N:2]=2)=[CH:16][C:17]=1[O:23][CH2:24][CH2:25][CH2:26][O:27][CH3:28]. (8) The product is: [C:6]([C:7]1[CH:8]=[CH:9][C:10]2[C:19]3[CH:18]=[C:17]4[CH2:20][CH2:21][CH2:22][C:23](=[O:24])[C:16]4=[CH:15][C:14]=3[O:13][CH2:12][C:11]=2[CH:25]=1)(=[O:27])[CH3:5]. Given the reactants C[Si]([C:5]#[C:6][C:7]1[CH:8]=[CH:9][C:10]2[C:19]3[CH:18]=[C:17]4[CH2:20][CH2:21][CH2:22][C:23](=[O:24])[C:16]4=[CH:15][C:14]=3[O:13][CH2:12][C:11]=2[CH:25]=1)(C)C.C(O)(C(F)(F)F)=[O:27], predict the reaction product.